Dataset: Forward reaction prediction with 1.9M reactions from USPTO patents (1976-2016). Task: Predict the product of the given reaction. (1) Given the reactants [CH3:1][O:2][C:3]1[CH:4]=[C:5]2[C:9](=[CH:10][C:11]=1[O:12][CH3:13])[N:8]([S:14]([C:17]1[CH:23]=[CH:22][C:20]([CH3:21])=[CH:19][CH:18]=1)(=[O:16])=[O:15])[C:7](B1OC(C)(C)C(C)(C)O1)=[CH:6]2.[Cl:33][C:34]1[CH:35]=[CH:36][C:37]2[N:38]([C:40](I)=[CH:41][N:42]=2)[N:39]=1.C(=O)([O-])[O-].[Na+].[Na+], predict the reaction product. The product is: [Cl:33][C:34]1[CH:35]=[CH:36][C:37]2[N:38]([C:40]([C:7]3[N:8]([S:14]([C:17]4[CH:23]=[CH:22][C:20]([CH3:21])=[CH:19][CH:18]=4)(=[O:16])=[O:15])[C:9]4[C:5]([CH:6]=3)=[CH:4][C:3]([O:2][CH3:1])=[C:11]([O:12][CH3:13])[CH:10]=4)=[CH:41][N:42]=2)[N:39]=1. (2) Given the reactants [Cl:1][C:2]1[C:3]([CH2:15][O:16][C:17]2[CH:22]=[CH:21][C:20]([C:23]3[C:27]([CH3:28])=[C:26]([C:29]([NH2:31])=O)[N:25]([CH3:32])[N:24]=3)=[CH:19][C:18]=2[CH3:33])=[C:4]([N:8]2[C:12](=[O:13])[N:11]([CH3:14])[N:10]=[N:9]2)[CH:5]=[CH:6][CH:7]=1.CC1C(COC2C=CC(C3C(C)=C(C(N)=O)N(C)N=3)=CC=2C)=C(N2C(=O)N(C)N=N2)C=CC=1, predict the reaction product. The product is: [Cl:1][C:2]1[C:3]([CH2:15][O:16][C:17]2[CH:22]=[CH:21][C:20]([C:23]3[C:27]([CH3:28])=[C:26]([C:29]#[N:31])[N:25]([CH3:32])[N:24]=3)=[CH:19][C:18]=2[CH3:33])=[C:4]([N:8]2[C:12](=[O:13])[N:11]([CH3:14])[N:10]=[N:9]2)[CH:5]=[CH:6][CH:7]=1.